Binary Classification. Given a drug SMILES string, predict its activity (active/inactive) in a high-throughput screening assay against a specified biological target. From a dataset of Serine/threonine kinase 33 screen with 319,792 compounds. (1) The compound is S1CC(C(O)(CC1)c1ccc(cc1)C(F)(F)F)CN(C)C. The result is 0 (inactive). (2) The compound is S(c1n(c(nn1)c1ccc(F)cc1)C)CC(=O)NC(=O)c1cc([N+]([O-])=O)ccc1. The result is 0 (inactive). (3) The compound is s1c2CC(C(C)(C)C)CCc2c2c1[nH]c(=S)n(c2=O)C. The result is 0 (inactive).